From a dataset of Reaction yield outcomes from USPTO patents with 853,638 reactions. Predict the reaction yield, written as a fraction of the theoretical maximum amount of product (1.0 means a 100% yield; for example, 0.34 means a 34% yield). (1) The reactants are [CH2:1]([O:4][CH:5]([C:10]1[N:11]=[N:12][N:13]([CH2:15][C:16]2[CH:47]=[C:19]3[N:20]=[C:21]([CH3:46])[C:22]([C@H:35]([O:41][C:42]([CH3:45])([CH3:44])[CH3:43])[C:36]([O:38]CC)=[O:37])=[C:23]([N:24]4[CH2:29][CH2:28][C:27]([O:31][CH2:32][CH:33]=C)([CH3:30])[CH2:26][CH2:25]4)[N:18]3[N:17]=2)[CH:14]=1)[CH2:6][CH:7]([CH3:9])[CH3:8])[CH:2]=C.[OH-].[Na+]. The catalyst is ClCCCl.CC1C=C(C)C(N2C(=[Ru](Cl)(Cl)=CC3C=CC=CC=3OC(C)C)N(C3C(C)=CC(C)=CC=3C)CC2)=C(C)C=1.CO. The product is [C:42]([O:41][C@@H:35]([C:22]1[C:21]([CH3:46])=[N:20][C:19]2=[CH:47][C:16]3=[N:17][N:18]2[C:23]=1[N:24]1[CH2:29][CH2:28][C:27]([CH3:30])([O:31][CH2:32][CH:33]=[CH:2][CH2:1][O:4][CH:5]([CH2:6][CH:7]([CH3:8])[CH3:9])[C:10]2[N:11]=[N:12][N:13]([CH:14]=2)[CH2:15]3)[CH2:26][CH2:25]1)[C:36]([OH:38])=[O:37])([CH3:45])([CH3:43])[CH3:44]. The yield is 1.19. (2) The reactants are O[Li].[OH2:3].[NH:4]1[C:14]2[C:9](=[CH:10][CH:11]=[CH:12][CH:13]=2)[C:7](=O)[C:5]1=[O:6].C(O[CH2:19][C:20]([C:22]1[CH:27]=[CH:26][CH:25]=[CH:24][CH:23]=1)=O)(=O)C.Cl.[OH2:29]. The catalyst is COC(C)(C)C. The product is [OH:3][C:19]1[C:20]([C:22]2[CH:27]=[CH:26][CH:25]=[CH:24][CH:23]=2)=[N:4][C:14]2[C:9]([C:7]=1[C:5]([OH:6])=[O:29])=[CH:10][CH:11]=[CH:12][CH:13]=2. The yield is 0.820. (3) The reactants are [CH3:1][Si:2]([CH3:9])([CH3:8])N[Si:2]([CH3:9])([CH3:8])[CH3:1].[Br:10][CH2:11][CH2:12][CH2:13][OH:14].N. No catalyst specified. The product is [Br:10][CH2:11][CH2:12][CH2:13][O:14][Si:2]([CH3:9])([CH3:8])[CH3:1]. The yield is 0.980. (4) The reactants are Cl[C:2]1[C:3]([NH2:9])=[N:4][CH:5]=[N:6][C:7]=1Cl.[O:10]([C:17]1[CH:22]=[CH:21][C:20](B(O)O)=[CH:19][CH:18]=1)[C:11]1[CH:16]=[CH:15][CH:14]=[CH:13][CH:12]=1.[NH2:26][CH2:27][C@@H:28]1[CH2:33][CH2:32][N:31]([C:34]([O:36]C(C)(C)C)=O)[CH2:30][C@H:29]1[OH:41].[CH3:42][N:43]([CH3:49])[CH2:44][CH2:45]C(O)=O. No catalyst specified. The product is [NH2:9][C:3]1[N:4]=[CH:5][N:6]=[C:7]([NH:26][CH2:27][C@@H:28]2[CH2:33][CH2:32][N:31]([C:34](=[O:36])[CH2:45][CH2:44][N:43]([CH3:49])[CH3:42])[CH2:30][C@H:29]2[OH:41])[C:2]=1[C:20]1[CH:21]=[CH:22][C:17]([O:10][C:11]2[CH:16]=[CH:15][CH:14]=[CH:13][CH:12]=2)=[CH:18][CH:19]=1. The yield is 0.173. (5) The reactants are [CH2:1]([OH:7])[CH2:2][CH2:3][CH2:4][CH2:5][CH3:6].[H-].[Na+].Cl[S:11]([N:14]=C=O)(=[O:13])=[O:12].C(O)=O. The catalyst is CC#N.CN(C=O)C. The product is [S:11](=[O:13])(=[O:12])([O:7][CH2:1][CH2:2][CH2:3][CH2:4][CH2:5][CH3:6])[NH2:14]. The yield is 0.930. (6) The reactants are [Cl:1][C:2]1[CH:3]=[N:4][C:5]2[C:6](=O)[NH:7][CH:8](OC)[CH:9]([F:12])[C:10]=2[CH:11]=1.P(Cl)(Cl)([Cl:18])=O. The catalyst is C(#N)C. The product is [Cl:1][C:2]1[CH:3]=[N:4][C:5]2[C:10]([CH:11]=1)=[C:9]([F:12])[CH:8]=[N:7][C:6]=2[Cl:18]. The yield is 0.790.